Dataset: Reaction yield outcomes from USPTO patents with 853,638 reactions. Task: Predict the reaction yield, written as a fraction of the theoretical maximum amount of product (1.0 means a 100% yield; for example, 0.34 means a 34% yield). (1) The yield is 0.810. The reactants are [Br:1][C:2]1[CH:3]=[C:4]([F:13])[CH:5]=[C:6]2[C:11]=1[N:10]=[C:9](Cl)[N:8]=[CH:7]2.[NH2:14][C:15]1[CH:20]=[CH:19][C:18]([S:21]([NH2:24])(=[O:23])=[O:22])=[CH:17][CH:16]=1.C(OCC)(=O)C. The product is [Br:1][C:2]1[CH:3]=[C:4]([F:13])[CH:5]=[C:6]2[C:11]=1[N:10]=[C:9]([NH:14][C:15]1[CH:20]=[CH:19][C:18]([S:21]([NH2:24])(=[O:22])=[O:23])=[CH:17][CH:16]=1)[N:8]=[CH:7]2. The catalyst is C(O)(C)C. (2) The reactants are [OH:1][C:2]1[C:3]2[CH:27]=[CH:26][S:25][C:4]=2[N:5]([CH2:21][CH:22]([CH3:24])[CH3:23])[C:6](=[O:20])[C:7]=1[C:8]([NH:10][CH2:11][CH2:12][CH2:13][N:14]1[CH2:19][CH2:18][CH2:17][CH2:16][CH2:15]1)=[O:9].[ClH:28].C(OCC)C. The catalyst is ClCCl. The product is [ClH:28].[OH:1][C:2]1[C:3]2[CH:27]=[CH:26][S:25][C:4]=2[N:5]([CH2:21][CH:22]([CH3:24])[CH3:23])[C:6](=[O:20])[C:7]=1[C:8]([NH:10][CH2:11][CH2:12][CH2:13][N:14]1[CH2:15][CH2:16][CH2:17][CH2:18][CH2:19]1)=[O:9]. The yield is 0.920. (3) The reactants are [Cl-].[Al+3].[Cl-].[Cl-].[CH3:5][C:6]1[CH:14]=[CH:13][C:9]([C:10](Cl)=[O:11])=[CH:8][C:7]=1[S:15](=[O:18])(=[O:17])[NH2:16].[C:19]1([O:25][CH3:26])[CH:24]=[CH:23][CH:22]=[CH:21][CH:20]=1.C(OCC)C. The catalyst is C(Cl)Cl.C(OCC)(=O)C. The product is [CH3:26][O:25][C:19]1[CH:24]=[CH:23][C:22]([C:10]([C:9]2[CH:13]=[CH:14][C:6]([CH3:5])=[C:7]([S:15]([NH2:16])(=[O:18])=[O:17])[CH:8]=2)=[O:11])=[CH:21][CH:20]=1. The yield is 0.580. (4) The reactants are [C:1]([C:3]1[CH:8]=[CH:7][C:6]([CH2:9][C:10]([OH:12])=[O:11])=[CH:5][CH:4]=1)#[N:2].[Br:13]N1C(=O)CCC1=O. The catalyst is S(=O)(=O)(O)O.O. The product is [Br:13][C:5]1[CH:4]=[C:3]([C:1]#[N:2])[CH:8]=[CH:7][C:6]=1[CH2:9][C:10]([OH:12])=[O:11]. The yield is 0.705.